Dataset: Full USPTO retrosynthesis dataset with 1.9M reactions from patents (1976-2016). Task: Predict the reactants needed to synthesize the given product. (1) Given the product [CH2:28]([N:29]([CH2:25][C:16]1[S:15][C:14]([NH:13][C:9]2[CH:10]=[CH:11][CH:12]=[C:7]([CH3:6])[CH:8]=2)=[N:18][C:17]=1[C:19]1[CH:24]=[CH:23][N:22]=[CH:21][CH:20]=1)[CH2:30][CH3:31])[CH3:27], predict the reactants needed to synthesize it. The reactants are: CS(Cl)(=O)=O.[CH3:6][C:7]1[CH:8]=[C:9]([NH:13][C:14]2[S:15][C:16]([CH2:25]O)=[C:17]([C:19]3[CH:24]=[CH:23][N:22]=[CH:21][CH:20]=3)[N:18]=2)[CH:10]=[CH:11][CH:12]=1.[CH3:27][CH2:28][N:29](C(C)C)[CH:30](C)[CH3:31].N(CC)CC. (2) Given the product [C:35]([O:34][C:32]([N:29]1[CH2:30][CH2:31][CH:27]([NH:26][C:2]2[CH:3]=[C:4]([C:22]([O:24][CH3:25])=[O:23])[C:5]([O:8][C:9]3[CH:14]=[CH:13][C:12]([O:15][C:16]4[CH:21]=[CH:20][CH:19]=[CH:18][CH:17]=4)=[CH:11][CH:10]=3)=[N:6][CH:7]=2)[CH2:28]1)=[O:33])([CH3:38])([CH3:36])[CH3:37], predict the reactants needed to synthesize it. The reactants are: I[C:2]1[CH:3]=[C:4]([C:22]([O:24][CH3:25])=[O:23])[C:5]([O:8][C:9]2[CH:14]=[CH:13][C:12]([O:15][C:16]3[CH:21]=[CH:20][CH:19]=[CH:18][CH:17]=3)=[CH:11][CH:10]=2)=[N:6][CH:7]=1.[NH2:26][CH:27]1[CH2:31][CH2:30][N:29]([C:32]([O:34][C:35]([CH3:38])([CH3:37])[CH3:36])=[O:33])[CH2:28]1.C(Cl)(Cl)Cl.CC(OC1C=CC=C(OC(C)C)C=1C1C(P(C2CCCCC2)C2CCCCC2)=CC=CC=1)C.C([O-])([O-])=O.[Cs+].[Cs+]. (3) Given the product [CH3:1][O:2][C:3](=[O:12])[C:4]1[CH:9]=[CH:8][C:7]([CH:10]([OH:11])[C:15]([F:18])([F:17])[F:16])=[CH:6][CH:5]=1, predict the reactants needed to synthesize it. The reactants are: [CH3:1][O:2][C:3](=[O:12])[C:4]1[CH:9]=[CH:8][C:7]([CH:10]=[O:11])=[CH:6][CH:5]=1.C[Si](C)(C)[C:15]([F:18])([F:17])[F:16].Cl.C(=O)(O)[O-].[Na+].